Dataset: Reaction yield outcomes from USPTO patents with 853,638 reactions. Task: Predict the reaction yield, written as a fraction of the theoretical maximum amount of product (1.0 means a 100% yield; for example, 0.34 means a 34% yield). (1) The reactants are [N:1]([CH2:4][C@@H:5]1[C@H:9]2[O:10][C:11]([CH3:14])([CH3:13])[O:12][C@H:8]2[C@H:7]([N:15]2[C:19]3[N:20]=[CH:21][N:22]=[C:23]([NH2:24])[C:18]=3[CH:17]=[CH:16]2)[CH2:6]1)=[N+]=[N-].P(C)(C)C. The catalyst is O1CCCC1. The product is [NH2:1][CH2:4][C@@H:5]1[C@H:9]2[O:10][C:11]([CH3:14])([CH3:13])[O:12][C@H:8]2[C@H:7]([N:15]2[C:19]3[N:20]=[CH:21][N:22]=[C:23]([NH2:24])[C:18]=3[CH:17]=[CH:16]2)[CH2:6]1. The yield is 0.780. (2) The reactants are [Br:1][C:2]1[N:7]2[CH:8]=[N:9][N:10]=[C:6]2[C:5](=[O:11])[NH:4][CH:3]=1.[H-].[Na+].[CH3:14]I.O. The catalyst is CN(C=O)C.C(Cl)Cl.CC(O)C. The product is [Br:1][C:2]1[N:7]2[CH:8]=[N:9][N:10]=[C:6]2[C:5](=[O:11])[N:4]([CH3:14])[CH:3]=1. The yield is 0.470. (3) The reactants are [CH3:1][N:2]([CH3:35])[C:3]([C:5]1[O:6][C:7]2[C:13]([CH3:14])=[CH:12][C:11]([C:15]([C:20]3[CH:25]=[CH:24][C:23]([O:26][CH2:27][C:28](=[O:33])[C:29]([CH3:32])([CH3:31])[CH3:30])=[C:22]([CH3:34])[CH:21]=3)([CH2:18][CH3:19])[CH2:16][CH3:17])=[CH:10][C:8]=2[CH:9]=1)=[O:4].[BH4-].[Na+]. No catalyst specified. The product is [CH3:35][N:2]([CH3:1])[C:3]([C:5]1[O:6][C:7]2[C:13]([CH3:14])=[CH:12][C:11]([C:15]([CH2:16][CH3:17])([C:20]3[CH:25]=[CH:24][C:23]([O:26][CH2:27][CH:28]([OH:33])[C:29]([CH3:31])([CH3:32])[CH3:30])=[C:22]([CH3:34])[CH:21]=3)[CH2:18][CH3:19])=[CH:10][C:8]=2[CH:9]=1)=[O:4]. The yield is 0.600. (4) The catalyst is O1CCCC1. The yield is 0.790. The product is [Br:1][C:2]1[CH:7]=[CH:6][C:5]([CH:19]([OH:20])[CH2:18][CH:17]([CH3:21])[CH3:16])=[CH:4][CH:3]=1. The reactants are [Br:1][C:2]1[CH:7]=[CH:6][C:5](I)=[CH:4][CH:3]=1.[Cl-].[Li+].C([Mg]Cl)(C)C.[CH3:16][CH:17]([CH3:21])[CH2:18][CH:19]=[O:20].